This data is from TCR-epitope binding with 47,182 pairs between 192 epitopes and 23,139 TCRs. The task is: Binary Classification. Given a T-cell receptor sequence (or CDR3 region) and an epitope sequence, predict whether binding occurs between them. (1) The epitope is QARQMVQAMRTIGTHP. The TCR CDR3 sequence is CASSQTGEVQPQHF. Result: 0 (the TCR does not bind to the epitope). (2) The epitope is DRFYKTLRAEQASQEV. The TCR CDR3 sequence is CASTPGTVLPDTQYF. Result: 0 (the TCR does not bind to the epitope). (3) The epitope is RIFTIGTVTLK. Result: 0 (the TCR does not bind to the epitope). The TCR CDR3 sequence is CASSLGPPWDEQFF. (4) The epitope is FLNRFTTTL. The TCR CDR3 sequence is CSTQEGGYGYTF. Result: 0 (the TCR does not bind to the epitope). (5) The epitope is LPAADLDDF. The TCR CDR3 sequence is CASSSPGLPDTQYF. Result: 1 (the TCR binds to the epitope). (6) The epitope is ALSKGVHFV. The TCR CDR3 sequence is CASSLEAGAVSPLHF. Result: 1 (the TCR binds to the epitope).